Dataset: Full USPTO retrosynthesis dataset with 1.9M reactions from patents (1976-2016). Task: Predict the reactants needed to synthesize the given product. (1) Given the product [C:1]1([C:7]2[C:11]([C:12]([F:13])([F:14])[F:15])=[C:10]([C:16]3[O:20][N:19]=[C:18]4[C:21]5[C:26]([CH2:27][CH2:28][C:17]=34)=[CH:25][C:24]([CH2:29][N:31]3[CH2:32][CH:33]([C:35]([O:37][C:38]([CH3:41])([CH3:40])[CH3:39])=[O:36])[CH2:34]3)=[CH:23][CH:22]=5)[O:9][N:8]=2)[CH:2]=[CH:3][CH:4]=[CH:5][CH:6]=1, predict the reactants needed to synthesize it. The reactants are: [C:1]1([C:7]2[C:11]([C:12]([F:15])([F:14])[F:13])=[C:10]([C:16]3[O:20][N:19]=[C:18]4[C:21]5[C:26]([CH2:27][CH2:28][C:17]=34)=[CH:25][C:24]([CH:29]=O)=[CH:23][CH:22]=5)[O:9][N:8]=2)[CH:6]=[CH:5][CH:4]=[CH:3][CH:2]=1.[NH:31]1[CH2:34][CH:33]([C:35]([O:37][C:38]([CH3:41])([CH3:40])[CH3:39])=[O:36])[CH2:32]1.CC(O)=O.C(O[BH-](OC(=O)C)OC(=O)C)(=O)C.[Na+].C(=O)(O)[O-].[Na+]. (2) Given the product [C:33]([O:32][C:30](=[O:31])[NH:29][CH:26]1[CH2:27][CH2:28][N:23]([CH2:22][CH2:21][N:7]2[C:8]3[C:3](=[C:2]([F:1])[CH:11]=[C:10]([F:12])[CH:9]=3)[CH:4]=[CH:5][C:6]2=[O:13])[CH2:24][CH2:25]1)([CH3:36])([CH3:35])[CH3:34], predict the reactants needed to synthesize it. The reactants are: [F:1][C:2]1[CH:11]=[C:10]([F:12])[CH:9]=[C:8]2[C:3]=1[CH:4]=[CH:5][C:6](=[O:13])[NH:7]2.[H-].[Na+].CS(O[CH2:21][CH2:22][N:23]1[CH2:28][CH2:27][CH:26]([NH:29][C:30]([O:32][C:33]([CH3:36])([CH3:35])[CH3:34])=[O:31])[CH2:25][CH2:24]1)(=O)=O.C(OC(=O)NC1CCN(CCN2C3C(=CC=C(F)C=3F)C=CC2=O)CC1)(C)(C)C. (3) Given the product [CH2:18]([O:17][C@H:14]1[CH2:15][CH2:16][N:11]([C:9]([O:8][CH2:1][C:2]2[CH:7]=[CH:6][CH:5]=[CH:4][CH:3]=2)=[O:10])[C@H:12]([C:20]2[CH:21]=[CH:22][C:23]([C:24]([O:26][CH3:32])=[O:25])=[CH:27][CH:28]=2)[CH2:13]1)[CH3:19], predict the reactants needed to synthesize it. The reactants are: [CH2:1]([O:8][C:9]([N:11]1[CH2:16][CH2:15][C@H:14]([O:17][CH2:18][CH3:19])[CH2:13][C@H:12]1[C:20]1[CH:28]=[CH:27][C:23]([C:24]([OH:26])=[O:25])=[CH:22][CH:21]=1)=[O:10])[C:2]1[CH:7]=[CH:6][CH:5]=[CH:4][CH:3]=1.CO.[Si](C=[N+]=[N-])(C)(C)[CH3:32].CCOCC. (4) Given the product [CH3:14][O:1][C:2]1[CH:3]=[CH:4][CH:5]=[C:6]2[C:11]=1[N:10]=[CH:9][CH:8]=[CH:7]2, predict the reactants needed to synthesize it. The reactants are: [OH:1][C:2]1[CH:3]=[CH:4][CH:5]=[C:6]2[C:11]=1[N:10]=[CH:9][CH:8]=[CH:7]2.[H-].[Na+].[CH3:14]I. (5) Given the product [CH2:12]([C:19]1([OH:25])[CH2:24][CH2:23][N:22]([C:9]([C:7]2[O:8][C:4]([N+:1]([O-:3])=[O:2])=[CH:5][CH:6]=2)=[O:10])[CH2:21][CH2:20]1)[C:13]1[CH:14]=[CH:15][CH:16]=[CH:17][CH:18]=1, predict the reactants needed to synthesize it. The reactants are: [N+:1]([C:4]1[O:8][C:7]([C:9](Cl)=[O:10])=[CH:6][CH:5]=1)([O-:3])=[O:2].[CH2:12]([C:19]1([OH:25])[CH2:24][CH2:23][NH:22][CH2:21][CH2:20]1)[C:13]1[CH:18]=[CH:17][CH:16]=[CH:15][CH:14]=1. (6) Given the product [Cl:11][CH2:12][C:13]1[N:8]=[C:6]([C:5]2[CH:9]=[CH:10][C:2]([CH3:1])=[CH:3][CH:4]=2)[O:7][CH:15]=1, predict the reactants needed to synthesize it. The reactants are: [CH3:1][C:2]1[CH:10]=[CH:9][C:5]([C:6]([NH2:8])=[O:7])=[CH:4][CH:3]=1.[Cl:11][CH2:12][C:13]([CH2:15]Cl)=O. (7) Given the product [C:1]([O:5][C:6](=[O:14])[N:7]([CH2:11][CH2:12][O:13][N:16]1[C:20](=[O:21])[C:19]2[C:18](=[CH:25][CH:24]=[CH:23][CH:22]=2)[C:17]1=[O:26])[CH:8]([CH3:10])[CH3:9])([CH3:3])([CH3:2])[CH3:4], predict the reactants needed to synthesize it. The reactants are: [C:1]([O:5][C:6](=[O:14])[N:7]([CH2:11][CH2:12][OH:13])[CH:8]([CH3:10])[CH3:9])([CH3:4])([CH3:3])[CH3:2].O[N:16]1[C:20](=[O:21])[C:19]2=[CH:22][CH:23]=[CH:24][CH:25]=[C:18]2[C:17]1=[O:26].